This data is from Full USPTO retrosynthesis dataset with 1.9M reactions from patents (1976-2016). The task is: Predict the reactants needed to synthesize the given product. (1) The reactants are: [NH2:1][C:2]1[CH:11]=[CH:10][C:5]([C:6]([O:8][CH3:9])=[O:7])=[CH:4][C:3]=1[CH:12]=[CH2:13]. Given the product [NH2:1][C:2]1[CH:11]=[CH:10][C:5]([C:6]([O:8][CH3:9])=[O:7])=[CH:4][C:3]=1[CH2:12][CH3:13], predict the reactants needed to synthesize it. (2) Given the product [N:26]1[CH:31]=[CH:30][CH:29]=[CH:28][C:27]=1[NH:32][C:33]([N:16]1[C@@H:17]2[CH2:22][N:21]([CH2:20][CH2:19][CH2:18]2)[C:14]2[CH:13]=[CH:12][C:11]([N:7]3[CH2:8][CH2:9][CH2:10][CH:5]([C:4]([F:3])([F:24])[F:25])[CH2:6]3)=[N:23][C:15]1=2)=[O:43], predict the reactants needed to synthesize it. The reactants are: [H-].[Na+].[F:3][C:4]([F:25])([F:24])[CH:5]1[CH2:10][CH2:9][CH2:8][N:7]([C:11]2[CH:12]=[CH:13][C:14]3[N:21]4[CH2:22][C@H:17]([CH2:18][CH2:19][CH2:20]4)[NH:16][C:15]=3[N:23]=2)[CH2:6]1.[N:26]1[CH:31]=[CH:30][CH:29]=[CH:28][C:27]=1[N:32]1C(=O)N2C=CC=CC2=N[C:33]1=[O:43]. (3) Given the product [C:33]([C:37]1[CH:69]=[CH:68][C:40]([C:41]([NH:43][C:44]2[CH:45]=[CH:46][C:47]([C:50]3[CH:51]=[C:52]4[C:56](=[CH:57][CH:58]=3)[C:55](=[O:59])[N:54]([C@@H:60]([CH:65]([CH3:66])[CH3:67])[C:61]([OH:63])=[O:62])[CH2:53]4)=[CH:48][CH:49]=2)=[O:42])=[CH:39][CH:38]=1)([CH3:35])([CH3:34])[CH3:36], predict the reactants needed to synthesize it. The reactants are: C(NC1C=CC(C2C=C3C(=CC=2)C(=O)N([C@@H](C(C)C)C(O)=O)C3)=CC=1)(=O)C1C=CC=CC=1.[C:33]([C:37]1[CH:69]=[CH:68][C:40]([C:41]([NH:43][C:44]2[CH:49]=[CH:48][C:47]([C:50]3[CH:51]=[C:52]4[C:56](=[CH:57][CH:58]=3)[C:55](=[O:59])[N:54]([C@@H:60]([CH:65]([CH3:67])[CH3:66])[C:61]([O:63]C)=[O:62])[CH2:53]4)=[CH:46][CH:45]=2)=[O:42])=[CH:39][CH:38]=1)([CH3:36])([CH3:35])[CH3:34]. (4) Given the product [Cl:1][C:2]1[C:7]([C:8]#[N:9])=[C:6]([Cl:11])[N:5]=[C:4]([S:12][CH3:13])[N:3]=1, predict the reactants needed to synthesize it. The reactants are: [Cl:1][C:2]1[C:7]([CH:8]=[N:9]O)=[C:6]([Cl:11])[N:5]=[C:4]([S:12][CH3:13])[N:3]=1.O=S(Cl)Cl. (5) Given the product [NH:1]1[CH:5]=[CH:4][C:3]([C:6]2[CH:7]=[C:8]([NH:12][C:13](=[O:23])[C@@H:14]([NH:22][CH2:29][C:27]3[N:26]=[CH:25][S:24][CH:28]=3)[CH2:15][C:16]3[CH:17]=[CH:18][CH:19]=[CH:20][CH:21]=3)[CH:9]=[CH:10][CH:11]=2)=[N:2]1, predict the reactants needed to synthesize it. The reactants are: [NH:1]1[CH:5]=[CH:4][C:3]([C:6]2[CH:7]=[C:8]([NH:12][C:13](=[O:23])[C@@H:14]([NH2:22])[CH2:15][C:16]3[CH:21]=[CH:20][CH:19]=[CH:18][CH:17]=3)[CH:9]=[CH:10][CH:11]=2)=[N:2]1.[S:24]1[CH:28]=[C:27]([CH:29]=O)[N:26]=[CH:25]1.C(O[BH-](OC(=O)C)OC(=O)C)(=O)C.[Na+]. (6) Given the product [CH3:1][O:2][C:3](=[O:11])[CH2:4][CH2:5][CH2:6][C:7]#[C:8][CH2:9][I:41], predict the reactants needed to synthesize it. The reactants are: [CH3:1][O:2][C:3](=[O:11])[CH2:4][CH2:5][CH2:6][C:7]#[C:8][CH2:9]O.C1(P(C2C=CC=CC=2)C2C=CC=CC=2)C=CC=CC=1.N1C=CN=C1.II.C([I:41])C#C. (7) Given the product [C:6]([O:9][CH3:10])(=[O:8])[CH3:7].[C:1]([O:5][CH3:6])(=[O:4])[CH:2]=[CH2:3], predict the reactants needed to synthesize it. The reactants are: [C:1]([OH:5])(=[O:4])[CH:2]=[CH2:3].[C:6]([O:9][CH3:10])(=[O:8])[CH3:7]. (8) The reactants are: [F:1][C:2]1[CH:3]=[C:4]([N:8]2[C:12]([NH2:13])=[CH:11][C:10]([CH:14]([CH3:16])[CH3:15])=[N:9]2)[CH:5]=[N:6][CH:7]=1.Cl[C:18]([O:20][C:21]1[CH:26]=[CH:25][CH:24]=[CH:23][CH:22]=1)=[O:19]. Given the product [F:1][C:2]1[CH:3]=[C:4]([N:8]2[C:12]([NH:13][C:18](=[O:19])[O:20][C:21]3[CH:26]=[CH:25][CH:24]=[CH:23][CH:22]=3)=[CH:11][C:10]([CH:14]([CH3:16])[CH3:15])=[N:9]2)[CH:5]=[N:6][CH:7]=1, predict the reactants needed to synthesize it.